Task: Regression. Given a peptide amino acid sequence and an MHC pseudo amino acid sequence, predict their binding affinity value. This is MHC class I binding data.. Dataset: Peptide-MHC class I binding affinity with 185,985 pairs from IEDB/IMGT (1) The peptide sequence is GLLEAGNSL. The MHC is HLA-A02:12 with pseudo-sequence HLA-A02:12. The binding affinity (normalized) is 0.936. (2) The peptide sequence is CPGYRWMCL. The MHC is Patr-A0701 with pseudo-sequence Patr-A0701. The binding affinity (normalized) is 0.763.